This data is from Catalyst prediction with 721,799 reactions and 888 catalyst types from USPTO. The task is: Predict which catalyst facilitates the given reaction. (1) Reactant: [N:1]1([C:6]2[CH:11]=[CH:10][CH:9]=[CH:8][C:7]=2[CH2:12][C:13]([OH:15])=O)[CH:5]=[N:4][N:3]=[N:2]1.[NH2:16][C:17]1[C:22]([N+:23]([O-:25])=[O:24])=[CH:21][CH:20]=[CH:19][C:18]=1[OH:26].C(Cl)CCl.C1C=CC2N(O)N=NC=2C=1.CCN(C(C)C)C(C)C. Product: [OH:26][C:18]1[CH:19]=[CH:20][CH:21]=[C:22]([N+:23]([O-:25])=[O:24])[C:17]=1[NH:16][C:13](=[O:15])[CH2:12][C:7]1[CH:8]=[CH:9][CH:10]=[CH:11][C:6]=1[N:1]1[CH:5]=[N:4][N:3]=[N:2]1. The catalyst class is: 3. (2) Reactant: [NH2:1][C:2]1[N:10]=[CH:9][CH:8]=[CH:7][C:3]=1[C:4]([OH:6])=[O:5].Br[CH2:12][CH:13](OCC)OCC. Product: [N:1]1[CH:12]=[CH:13][N:10]2[CH:9]=[CH:8][CH:7]=[C:3]([C:4]([OH:6])=[O:5])[C:2]=12. The catalyst class is: 10. (3) Reactant: [CH3:1][O:2][C:3]([NH:5][C:6]1[CH:11]=[CH:10][C:9]([C:12]2[N:13]=[C:14]([CH:17]3[CH:22]([C:23]4[CH:28]=[CH:27][CH:26]=[CH:25][CH:24]=4)[CH2:21][CH2:20][CH2:19][N:18]3C(OC(C)(C)C)=O)[NH:15][CH:16]=2)=[CH:8][CH:7]=1)=[O:4].[Cl:36]N1C(=O)CCC1=O. Product: [Cl:36][C:16]1[NH:15][C:14]([C@@H:17]2[C@H:22]([C:23]3[CH:28]=[CH:27][CH:26]=[CH:25][CH:24]=3)[CH2:21][CH2:20][CH2:19][NH:18]2)=[N:13][C:12]=1[C:9]1[CH:10]=[CH:11][C:6]([NH:5][C:3](=[O:4])[O:2][CH3:1])=[CH:7][CH:8]=1. The catalyst class is: 10. (4) The catalyst class is: 72. Reactant: [OH-].[Na+].C([O:5][C:6]([CH:8]1[CH2:13][CH2:12][N:11]([S:14]([C:17]2[CH:22]=[CH:21][C:20]([CH:23]([C:30](=[O:43])[NH:31][C:32]3[S:33][C:34]4[C:39]([N:40]=3)=[CH:38][CH:37]=[C:36]([O:41][CH3:42])[N:35]=4)[CH2:24][CH:25]3[CH2:29][CH2:28][CH2:27][CH2:26]3)=[CH:19][CH:18]=2)(=[O:16])=[O:15])[CH2:10][CH2:9]1)=[O:7])C.Cl. Product: [CH:25]1([CH2:24][CH:23]([C:20]2[CH:19]=[CH:18][C:17]([S:14]([N:11]3[CH2:12][CH2:13][CH:8]([C:6]([OH:7])=[O:5])[CH2:9][CH2:10]3)(=[O:16])=[O:15])=[CH:22][CH:21]=2)[C:30](=[O:43])[NH:31][C:32]2[S:33][C:34]3[C:39]([N:40]=2)=[CH:38][CH:37]=[C:36]([O:41][CH3:42])[N:35]=3)[CH2:29][CH2:28][CH2:27][CH2:26]1. (5) Reactant: N1(C2C=CC(NC3C4N(C=CN=4)C(C4C=CNC(=O)C=4)=CN=3)=CC=2)CCOCC1.CC1(C)C(C)(C)OB([C:38]2[CH:46]=[CH:45][C:41]([C:42]([NH2:44])=[O:43])=[CH:40][CH:39]=2)O1.Br[C:49]1[N:54]2[CH:55]=[CH:56][N:57]=[C:53]2[C:52]([NH:58][C:59]2[CH:64]=[CH:63][C:62]([S:65]([CH3:68])(=[O:67])=[O:66])=[CH:61][CH:60]=2)=[N:51][CH:50]=1.CC([O-])(C)C.[Na+]. Product: [CH3:68][S:65]([C:62]1[CH:63]=[CH:64][C:59]([NH:58][C:52]2[C:53]3[N:54]([CH:55]=[CH:56][N:57]=3)[C:49]([C:38]3[CH:39]=[CH:40][C:41]([C:42]([NH2:44])=[O:43])=[CH:45][CH:46]=3)=[CH:50][N:51]=2)=[CH:60][CH:61]=1)(=[O:66])=[O:67]. The catalyst class is: 339. (6) Reactant: [CH2:1]([O:8][C:9](=[O:29])[N:10]([CH2:12][CH2:13][CH2:14][C:15](=O)[NH:16][C:17]1[CH:22]=[C:21]([O:23][CH3:24])[C:20]([O:25][CH3:26])=[CH:19][C:18]=1[NH2:27])[CH3:11])[C:2]1[CH:7]=[CH:6][CH:5]=[CH:4][CH:3]=1.CC1C=CC(S(O)(=O)=O)=CC=1.C([O-])(O)=O.[Na+]. Product: [CH2:1]([O:8][C:9](=[O:29])[N:10]([CH2:12][CH2:13][CH2:14][C:15]1[NH:27][C:18]2[CH:19]=[C:20]([O:25][CH3:26])[C:21]([O:23][CH3:24])=[CH:22][C:17]=2[N:16]=1)[CH3:11])[C:2]1[CH:7]=[CH:6][CH:5]=[CH:4][CH:3]=1. The catalyst class is: 588. (7) Reactant: CO[C:3]([C@@H:5]1[CH2:19][C@H:18]2[C@@H:8]([CH2:9][C:10]3[C:20]4[C:13](=[CH:14][CH:15]=[CH:16][C:17]2=4)[N:12]([CH3:21])[CH:11]=3)[N:7]([CH3:22])[CH2:6]1)=[O:4].C(O)(=O)C.[CH3:27][N:28]([CH3:33])[CH2:29][CH2:30][CH2:31][NH2:32]. Product: [CH3:21][N:12]1[C:13]2[C:20]3[C:10]([CH2:9][C@@H:8]4[C@@H:18]([C:17]=3[CH:16]=[CH:15][CH:14]=2)[CH2:19][C@@H:5]([C:3]([NH:32][CH2:31][CH2:30][CH2:29][N:28]([CH3:33])[CH3:27])=[O:4])[CH2:6][N:7]4[CH3:22])=[CH:11]1. The catalyst class is: 389. (8) Product: [NH2:7][C:8]1[CH:13]=[C:12]([CH:11]=[C:10]([N:16]2[CH2:27][CH2:26][C:19]3([C:23](=[O:24])[N:22]([CH3:25])[CH2:21][CH2:20]3)[CH2:18][CH2:17]2)[C:9]=1[Cl:28])[C:14]#[N:15]. Reactant: C(OC(=O)[NH:7][C:8]1[CH:13]=[C:12]([C:14]#[N:15])[CH:11]=[C:10]([N:16]2[CH2:27][CH2:26][C:19]3([C:23](=[O:24])[N:22]([CH3:25])[CH2:21][CH2:20]3)[CH2:18][CH2:17]2)[C:9]=1[Cl:28])(C)(C)C.C(O)(C(F)(F)F)=O. The catalyst class is: 2. (9) The catalyst class is: 799. Reactant: [Li+].[OH-].[CH3:3][O:4][C:5]1[CH:10]=[CH:9][C:8]([C:11]2[CH:16]=[CH:15][C:14]([S:17]([N:20]([CH2:28][C:29]#[C:30][C:31]3[CH:36]=[CH:35][CH:34]=[CH:33][CH:32]=3)C(=O)OC(C)(C)C)(=[O:19])=[O:18])=[CH:13][CH:12]=2)=[CH:7][CH:6]=1. Product: [CH3:3][O:4][C:5]1[CH:6]=[CH:7][C:8]([C:11]2[CH:16]=[CH:15][C:14]([S:17]([NH:20][CH2:28][C:29]#[C:30][C:31]3[CH:36]=[CH:35][CH:34]=[CH:33][CH:32]=3)(=[O:19])=[O:18])=[CH:13][CH:12]=2)=[CH:9][CH:10]=1. (10) Reactant: [NH2:1][C:2]1[CH:3]=[C:4]([CH:21]=[CH:22][CH:23]=1)[O:5][C:6]1[CH:7]=[CH:8][C:9]2[N:10]([CH:12]=[C:13]([NH:15][C:16]([CH:18]3[CH2:20][CH2:19]3)=[O:17])[N:14]=2)[N:11]=1.[CH3:24][C:25]1[O:26][C:27]([CH3:33])=[C:28]([C:30](Cl)=[O:31])[N:29]=1.C(OCC)(=O)C.O1CCCC1.C(=O)([O-])O.[Na+]. Product: [CH:18]1([C:16]([NH:15][C:13]2[N:14]=[C:9]3[CH:8]=[CH:7][C:6]([O:5][C:4]4[CH:3]=[C:2]([NH:1][C:30]([C:28]5[N:29]=[C:25]([CH3:24])[O:26][C:27]=5[CH3:33])=[O:31])[CH:23]=[CH:22][CH:21]=4)=[N:11][N:10]3[CH:12]=2)=[O:17])[CH2:20][CH2:19]1. The catalyst class is: 80.